This data is from Reaction yield outcomes from USPTO patents with 853,638 reactions. The task is: Predict the reaction yield, written as a fraction of the theoretical maximum amount of product (1.0 means a 100% yield; for example, 0.34 means a 34% yield). (1) The reactants are Cl[C:2]1[C:11]2[C:6](=[CH:7][C:8]([O:14][CH3:15])=[C:9]([O:12][CH3:13])[CH:10]=2)[N:5]=[CH:4][CH:3]=1.[OH2:16].Cl[C:18]1[CH:23]=[CH:22][CH:21]=[CH:20][C:19]=1Cl. The catalyst is CN(C)C1C=CN=CC=1. The product is [CH3:13][O:12][C:9]1[CH:10]=[C:11]2[C:6](=[CH:7][C:8]=1[O:14][CH3:15])[N:5]=[CH:4][CH:3]=[C:2]2[O:16][C:22]1[CH:21]=[CH:20][C:19]2[C:18](=[CH:11][CH:2]=[CH:3][CH:4]=2)[CH:23]=1. The yield is 0.280. (2) The reactants are Cl.[C:2]([C:5]1[C:6]([CH3:16])=[CH:7][C:8]([CH3:15])=[C:9]([CH:14]=1)[C:10]([O:12][CH3:13])=[O:11])(=[NH:4])[NH2:3].Br[CH2:18][C:19]([C@@H:21]1[CH2:25][CH2:24][CH2:23][O:22]1)=O.C(=O)([O-])[O-].[K+].[K+]. The catalyst is CC#N. The product is [CH3:15][C:8]1[CH:7]=[C:6]([CH3:16])[C:5]([C:2]2[NH:3][C:19]([C@@H:21]3[CH2:25][CH2:24][CH2:23][O:22]3)=[CH:18][N:4]=2)=[CH:14][C:9]=1[C:10]([O:12][CH3:13])=[O:11]. The yield is 0.250. (3) The reactants are [Cl:1][C:2]1[CH:10]=[C:9]([C:11]([O:13][CH3:14])=[O:12])[CH:8]=[C:7]([Cl:15])[C:3]=1[C:4]([OH:6])=O.ON1C2N=CC=CC=2N=N1.CN(C1C=CC=CN=1)C.C[NH3+].F[P-](F)(F)(F)(F)F.N1(OC(N(C)C)=[N+](C)C)C2N=CC=CC=2N=N1.F[P-](F)(F)(F)(F)F.[NH:68]1[C:76]2[CH:75]=[CH:74][N:73]=[C:72]([NH:77][C:78]([CH:80]3[CH2:82][CH2:81]3)=[O:79])[C:71]=2[CH:70]=[CH:69]1.CCN(C(C)C)C(C)C. No catalyst specified. The product is [Cl:15][C:7]1[CH:8]=[C:9]([CH:10]=[C:2]([Cl:1])[C:3]=1[C:4]([N:68]1[C:76]2[CH:75]=[CH:74][N:73]=[C:72]([NH:77][C:78]([CH:80]3[CH2:81][CH2:82]3)=[O:79])[C:71]=2[CH:70]=[CH:69]1)=[O:6])[C:11]([O:13][CH3:14])=[O:12]. The yield is 0.470. (4) The reactants are [Mg].II.[CH2:4](Br)[C:5]#[CH:6].[N:8]1[C:17]2[C:12](=[CH:13][CH:14]=[CH:15][CH:16]=2)[N:11]=[CH:10][C:9]=1[CH:18]=[O:19].[NH4+].[Cl-]. The catalyst is CCOCC.C1COCC1. The product is [N:8]1[C:17]2[C:12](=[CH:13][CH:14]=[CH:15][CH:16]=2)[N:11]=[CH:10][C:9]=1[CH:18]([OH:19])[CH2:6][C:5]#[CH:4]. The yield is 0.140. (5) The reactants are [CH3:1][C:2]1[C:10]2[C:5](=[CH:6][CH:7]=[C:8]([C:11]([OH:13])=[O:12])[CH:9]=2)[NH:4][N:3]=1.[C:14](OC(=O)C)(=[O:16])[CH3:15]. The catalyst is CC(O)=O. The product is [C:14]([N:4]1[C:5]2[C:10](=[CH:9][C:8]([C:11]([OH:13])=[O:12])=[CH:7][CH:6]=2)[C:2]([CH3:1])=[N:3]1)(=[O:16])[CH3:15]. The yield is 0.880. (6) The reactants are I[CH2:2][CH2:3][C@H:4]([O:11][C:12]1[C:20]2[S:19][C:18]([C:21]#[N:22])=[CH:17][C:16]=2[CH:15]=[CH:14][CH:13]=1)[C:5]1[CH:10]=[CH:9][CH:8]=[CH:7][CH:6]=1.[CH3:23][NH2:24].[C:25]([OH:32])(=[O:31])/[CH:26]=[CH:27]/[C:28]([OH:30])=[O:29]. The catalyst is O1CCCC1.CO. The product is [C:25]([OH:32])(=[O:31])/[CH:26]=[CH:27]/[C:28]([OH:30])=[O:29].[S:19]1[C:20]2[C:12]([O:11][C@H:4]([C:5]3[CH:10]=[CH:9][CH:8]=[CH:7][CH:6]=3)[CH2:3][CH2:2][NH:24][CH3:23])=[CH:13][CH:14]=[CH:15][C:16]=2[CH:17]=[C:18]1[C:21]#[N:22]. The yield is 0.850. (7) The reactants are [NH2:1][C:2]1[C:10]2[C:9]([C:11]3[CH:16]=[CH:15][C:14]([Cl:17])=[C:13]([Cl:18])[CH:12]=3)=[N:8][C:7](S(C)=O)=[N:6][C:5]=2[S:4][C:3]=1[C:22]([NH2:24])=[O:23].[NH2:25][C@H:26]1[CH2:30][CH2:29][N:28]([C:31]([O:33][C:34]([CH3:37])([CH3:36])[CH3:35])=[O:32])[CH2:27]1. The yield is 0.520. The product is [NH2:1][C:2]1[C:10]2[C:9]([C:11]3[CH:16]=[CH:15][C:14]([Cl:17])=[C:13]([Cl:18])[CH:12]=3)=[N:8][C:7]([NH:25][C@H:26]3[CH2:30][CH2:29][N:28]([C:31]([O:33][C:34]([CH3:37])([CH3:36])[CH3:35])=[O:32])[CH2:27]3)=[N:6][C:5]=2[S:4][C:3]=1[C:22](=[O:23])[NH2:24]. The catalyst is C1COCC1. (8) The product is [ClH:38].[N:20]1([CH2:19][CH2:18][N:16]2[CH2:17][C:11]3[CH:10]=[C:9](/[CH:8]=[CH:7]/[C:6]([OH:29])=[O:5])[CH:28]=[N:27][C:12]=3[NH:13][C:14](=[O:26])[CH2:15]2)[CH2:25][CH2:24][O:23][CH2:22][CH2:21]1. The reactants are C([O:5][C:6](=[O:29])/[CH:7]=[CH:8]/[C:9]1[CH:28]=[N:27][C:12]2[NH:13][C:14](=[O:26])[CH2:15][N:16]([CH2:18][CH2:19][N:20]3[CH2:25][CH2:24][O:23][CH2:22][CH2:21]3)[CH2:17][C:11]=2[CH:10]=1)(C)(C)C.C(O)(C(F)(F)F)=O.C(Cl)[Cl:38]. The yield is 0.960. No catalyst specified.